From a dataset of Catalyst prediction with 721,799 reactions and 888 catalyst types from USPTO. Predict which catalyst facilitates the given reaction. Reactant: Cl[CH:2]([CH3:15])[C:3]([C:5]1[CH:14]=[CH:13][C:8]2[NH:9][C:10](=[O:12])[O:11][C:7]=2[CH:6]=1)=[O:4].[OH:16][C:17]1([C:23]2[S:24][CH:25]=[CH:26][CH:27]=2)[CH2:22][CH2:21][NH:20][CH2:19][CH2:18]1.C(N(CC)CC)C.O. Product: [OH:16][C:17]1([C:23]2[S:24][CH:25]=[CH:26][CH:27]=2)[CH2:18][CH2:19][N:20]([CH:2]([CH3:15])[C:3]([C:5]2[CH:14]=[CH:13][C:8]3[NH:9][C:10](=[O:12])[O:11][C:7]=3[CH:6]=2)=[O:4])[CH2:21][CH2:22]1. The catalyst class is: 3.